Dataset: Full USPTO retrosynthesis dataset with 1.9M reactions from patents (1976-2016). Task: Predict the reactants needed to synthesize the given product. (1) The reactants are: [C:1]([C:3]1[C:11]2[C:6](=[CH:7][CH:8]=[C:9]([CH2:12][CH2:13][N:14]=[N+]=[N-])[CH:10]=2)[NH:5][CH:4]=1)#[N:2].C1(P(C2C=CC=CC=2)C2C=CC=CC=2)C=CC=CC=1. Given the product [C:1]([C:3]1[C:11]2[C:6](=[CH:7][CH:8]=[C:9]([CH2:12][CH2:13][NH2:14])[CH:10]=2)[NH:5][CH:4]=1)#[N:2], predict the reactants needed to synthesize it. (2) Given the product [F:10][C:9]([F:12])([F:11])[C:7]1[CH:8]=[C:2]2[C:3](=[CH:5][CH:6]=1)[NH:4][C:14]([C:13]([OH:18])=[O:17])=[CH:16]2, predict the reactants needed to synthesize it. The reactants are: I[C:2]1[CH:8]=[C:7]([C:9]([F:12])([F:11])[F:10])[CH:6]=[CH:5][C:3]=1[NH2:4].[C:13]([OH:18])(=[O:17])[C:14]([CH3:16])=O.N12CCN(CC1)CC2. (3) Given the product [CH:13]1([C:2]2[CH:11]=[CH:10][C:5]([C:6]([O:8][CH3:9])=[O:7])=[C:4]([F:12])[CH:3]=2)[CH2:15][CH2:14]1, predict the reactants needed to synthesize it. The reactants are: Br[C:2]1[CH:11]=[CH:10][C:5]([C:6]([O:8][CH3:9])=[O:7])=[C:4]([F:12])[CH:3]=1.[CH:13]1(B(O)O)[CH2:15][CH2:14]1. (4) Given the product [C:1]([C:3]1[CH:4]=[CH:5][C:6]2[N:10]=[N:9][N:8]([CH2:16][CH2:15][CH2:14][CH2:13][Cl:12])[C:7]=2[CH:11]=1)#[N:2], predict the reactants needed to synthesize it. The reactants are: [C:1]([C:3]1[CH:4]=[CH:5][C:6]2[N:10]=[N:9][NH:8][C:7]=2[CH:11]=1)#[N:2].[Cl:12][CH2:13][CH2:14][CH2:15][CH2:16]Br.